This data is from Reaction yield outcomes from USPTO patents with 853,638 reactions. The task is: Predict the reaction yield, written as a fraction of the theoretical maximum amount of product (1.0 means a 100% yield; for example, 0.34 means a 34% yield). (1) The reactants are [C:1]([NH:8][C:9]1[CH:17]=[C:13]([C:14]([OH:16])=O)[C:12]([OH:18])=[CH:11][CH:10]=1)([O:3][C:4]([CH3:7])([CH3:6])[CH3:5])=[O:2].ON1[C:24](=[O:25])[CH2:23]CC1=O.C1([N:33]=C=NC2CCCCC2)CCCCC1. The catalyst is O1CCOCC1. The product is [OH:18][C:12]1[CH:11]=[CH:10][C:9]([NH:8][C:1](=[O:2])[O:3][C:4]([CH3:5])([CH3:6])[CH3:7])=[CH:17][C:13]=1[C:14]([NH:33][CH2:23][CH2:24][OH:25])=[O:16]. The yield is 0.860. (2) The reactants are [CH3:1][CH:2]1[C:11]2[NH:10][C:9](=[O:12])[CH:8]=[CH:7][C:6]=2[CH2:5][N:4]([C:13]([O:15][C:16]([CH3:19])([CH3:18])[CH3:17])=[O:14])[CH2:3]1.N1C=CC=CC=1.[F:26][C:27]([F:40])([F:39])[S:28](O[S:28]([C:27]([F:40])([F:39])[F:26])(=[O:30])=[O:29])(=[O:30])=[O:29]. The catalyst is C(Cl)Cl. The product is [CH3:1][CH:2]1[C:11]2[N:10]=[C:9]([O:12][S:28]([C:27]([F:40])([F:39])[F:26])(=[O:30])=[O:29])[CH:8]=[CH:7][C:6]=2[CH2:5][N:4]([C:13]([O:15][C:16]([CH3:18])([CH3:17])[CH3:19])=[O:14])[CH2:3]1. The yield is 0.830. (3) The reactants are Cl.[NH2:2][CH2:3][CH2:4][NH:5][C:6](=[O:22])[CH2:7][NH:8][S:9]([C:12]1[CH:21]=[CH:20][C:19]2[C:14](=[CH:15][CH:16]=[CH:17][CH:18]=2)[CH:13]=1)(=[O:11])=[O:10].[C:23](N1C=CN=C1)(N1C=CN=C1)=[O:24].[N:35]1[CH:40]=[CH:39][C:38]([N:41]2[CH2:46][CH2:45][NH:44][CH2:43][CH2:42]2)=[CH:37][CH:36]=1. No catalyst specified. The product is [CH:13]1[C:14]2[C:19](=[CH:18][CH:17]=[CH:16][CH:15]=2)[CH:20]=[CH:21][C:12]=1[S:9]([NH:8][CH2:7][C:6]([NH:5][CH2:4][CH2:3][NH:2][C:23]([N:44]1[CH2:43][CH2:42][N:41]([C:38]2[CH:39]=[CH:40][N:35]=[CH:36][CH:37]=2)[CH2:46][CH2:45]1)=[O:24])=[O:22])(=[O:11])=[O:10]. The yield is 0.100. (4) The reactants are [F:1][C:2]1[CH:3]=[C:4]([C:8]2([CH2:28][CH2:29][N:30]3[C@H:35]4[CH2:36][CH2:37][C@@H:31]3[CH2:32][CH:33]([N:38]3[C:42]5[CH:43]=[CH:44][CH:45]=[CH:46][C:41]=5[N:40]=[C:39]3[CH3:47])[CH2:34]4)[CH2:13][CH2:12][N:11]([C:14]([C@@H:16]3[CH2:20][CH2:19][CH2:18][N:17]3C(OC(C)(C)C)=O)=[O:15])[CH2:10][CH2:9]2)[CH:5]=[CH:6][CH:7]=1.Cl. No catalyst specified. The product is [F:1][C:2]1[CH:3]=[C:4]([C:8]2([CH2:28][CH2:29][N:30]3[C@H:35]4[CH2:36][CH2:37][C@@H:31]3[CH2:32][CH:33]([N:38]3[C:42]5[CH:43]=[CH:44][CH:45]=[CH:46][C:41]=5[N:40]=[C:39]3[CH3:47])[CH2:34]4)[CH2:13][CH2:12][N:11]([C:14](=[O:15])[C@@H:16]3[CH2:20][CH2:19][CH2:18][NH:17]3)[CH2:10][CH2:9]2)[CH:5]=[CH:6][CH:7]=1. The yield is 0.990.